This data is from B-cell epitopes from IEDB database with 3,159 antigens for binding position prediction. The task is: Token-level Classification. Given an antigen amino acid sequence, predict which amino acid positions are active epitope sites capable of antibody binding. Output is a list of indices for active positions. (1) Given the antigen sequence: MSLLTEVETPTRNGWECKCSDSSDPLVIAASIIGILHLILWILDRLFFKCIYRRLKYGLKRG, which amino acid positions are active epitope sites? The epitope positions are: [0, 1, 2, 3, 4, 5, 6, 7, 8, 9, 10, 11, 12, 13, 14, 15, 16, 17, 18, 19... (24 total positions)]. The amino acids at these positions are: MSLLTEVETPTRNGWECKCSDSSD. (2) The epitope positions are: [2162, 2163, 2164, 2165, 2166, 2167, 2168, 2169, 2170]. The amino acids at these positions are: EPEPDVAVL. Given the antigen sequence: MSTNPKPQRKTKRNTNRRPQDVKFPGGGQIVGGVYLLPRRGPRLGVRATRKTSERSQPRGRRQPIPKARRPEGRTWAQPGYPWPLYGNEGMGWAGWLLSPRGSRPSWGPSDPRRRSRNLGKVIDTLTCGFADLMGYIPLVGAPLGGAARALAHGVRVLEDGVNYATGNLPGCSFSIFLLALLSCLTIPASAYEVRNASGVYHVTNDCSNSSIVYEAADMIMHSPGCVPCVRENNSSRCWVALTPTLAARNSSVPTKTIRRHVDLLVGAAAFCSAMYVGDLCGSVFLVSQLFTFSPRRHETVQDCNCSLYPGHVSGHRMAWDMMMNWSPTTALVVSQLLRIPQAVVDMVAGAHWGVLAGLAYYSMVGNWAKVLIVMLLFAGVDGQTRVTGGAQGYTTQSLTSFFTTGPAQKIQLVNTNGSWHINRTALNCNDSLQTGFLAALFYTHKFNSSGCPERLASCRPIDKFAQGWGPITYAEPDNSDQRPYCWHYAPRPCGIVPAS..., which amino acid positions are active epitope sites? (3) Given the antigen sequence: MVRAARRKRASEDDLYRGCRMGQDCPIDIKNKYEHNTLADRILKWVSSFLYFGQLGISSGKGTGGSTGYTPLGGRGGGGVTSGKGANVVRPTVIVDALGPTGVPIDPAVPDSSIVPLLESSGGSTTLDATPGAEIEIIAEVHPPPVYEGPEVTIGDIEEPPILEVVPETHPTSRVRSTTSKHDNPAFTAYVASAQLPGETSASDNVYILHGFNGDFVGQADPEGDTIFEEIPLEEFGVPDMPPSTSTPTSSFRSVLNKFQRRLYNRKLVQQVKITNRNTFLKQPSQFVQWEFDNPAYVDDSLSLIFQQDLDEVSAAPDADFQDIVKLSRPVFTTKEGLVRLSRLGQRGTIKTRMACK, which amino acid positions are active epitope sites? The epitope positions are: [100, 101, 102, 103, 104, 105, 106, 107, 108, 109, 110, 111, 112, 113, 114, 115, 116, 117, 118, 119]. The amino acids at these positions are: TGVPIDPAVPDSSIVPLLES. (4) Given the antigen sequence: LGSVASLASIAFVAAKCGETKEENKPEPDKNPGGDKNPGENKTPGENKTPGENKTPGENKTPGENKTPGENKTPGENKTPGENKTPEENKKPEENKKPGGESDSDINPRIPHDD, which amino acid positions are active epitope sites? The epitope positions are: [90, 91, 92, 93, 94, 95]. The amino acids at these positions are: KPEENK. (5) Given the antigen sequence: MAMMTTGRVLLVCALCVLWCGAGGGGRAETPSSPSLETQPEKSTQKKEEVVAGDVDQSSKPVAPKEPTPKASELPEKPANSLQPQQPGGASKAASPTTDSMVQNTEGKNEEEEEEGDDTKEKEETKKEEETVTSITGGISAGGQEQPSLSSAAEGASNITNPNSTQTTGDGDPAADGAGTAEGKQNENKDANPKETPVTAAAMKTTTATTGNSDGSTAVSHTTSPLLLLLLVVACAAAVVAA, which amino acid positions are active epitope sites? The epitope positions are: [24, 25, 26, 27, 28, 29, 30, 31, 32, 33, 34, 35, 36, 37, 38]. The amino acids at these positions are: GGRAETPSSPSLETQ. (6) Given the antigen sequence: FLLALLSCLTVPASAYQVRNSTGLYHVTNDCPNSSIVYEADDAILHTPGCAPCVREGNASRCWVAMTPTVATRDGKLPTTQLRRHIDLLVGGATLCSALYVGDLCGSVFLVGQLFTFSPRRHWTTQGCNCSIYPGHITGHRMAWDMMMNWSPTTALVMAQLLRIPQAIVDMIAGAHWGVLAGIAYFSMVGNWAKVLVVLLLFAGVDARTHVTGGSVAFATSRLTGLFSPGPSQNVQLINTNGSWHANRTALNCNDSLNTGWIAGLFYHKRFNSSGCPERLASCRPLTDFAQGWGPISYTNGSGPDQRPYCWHYPPKPCGIVPAKSV, which amino acid positions are active epitope sites? The epitope positions are: [48, 49, 50, 51, 52, 53, 54, 55, 56, 57]. The amino acids at these positions are: GCAPCVREGN. (7) The epitope positions are: [129, 130, 131, 132, 133, 134, 135, 136, 137, 138, 139, 140, 141, 142, 143, 144, 145, 146, 147, 148... (22 total positions)]. The amino acids at these positions are: APGANQEGGAAAPGANQEGGAA. Given the antigen sequence: MKNFILLAVSSILLVDLFPTHCGHNVDLSRAINLNGVSFNNVDASSLGARQVRQSASRGRGLGENPKDDEKADKPKKKDEKKVEPKKPHENKLKQPVPGANQEGGAAAPGANQEGGAAAPGANQEDGAAAPGANQEGGAAAPGANQEGGAAAPGANQEGGAAAPGANQEGGAAAPGANQEGGAAAPGANQEGGAAAPGANQEGGAAAPGANQEGGAAAPGANQEGGAAAPGANQEGGAAAPGANQGGGAAAPGANQGGGAAAPGANQGGGAAAPGANQEGGAAAPGANQGGAKPAGGQGQNNEGANKPDEKHVKEYLEKIRSTVGTEWTPCSVTCGKGVRVRRKLSAGDKKPDKLTLNDLEAEVCTMDKCSGIFNVVSNSLGLVILLVLALFN, which amino acid positions are active epitope sites? (8) Given the antigen sequence: FNCLGMGNRDFIEGASGATWVDLVLEGDSCLTIMANDKPTLDVRMINIEASQLAEVRSYCYHASVTDISTVARCPTTGEAHNEKRADSSYVCKQGFTDRGWGNGCGLFGKGSIDTCAKFSCTSKAIGRTIQPENIKYKVGIFVHGATTSENHGNYSAQVGASQAAKFTVTPNAPSITLKLGDYGEVTLDCEPRSGLNTEAFYVMTVGSKSFLVHREWFHDLALPWTSPSSTAWRNRELLMEFEEAHATKQSVVALGSQEGGLHQALAGAIVVEYSSSVKLTSGHLKCRLKMDKLALKGTTYGMCTEKFSFAKNPADTGHGTVVIELSYSGSDGPCKIPIVSVASLNDMTPVGRLVTVNPFVATSSANSKVLVEMEPPFGDSYIVVGRGDKQINHHWHKAGSTLGKAFSTTLKGAQRLAALGDTAWDFGSIGGVFNSIGKAVHQVFGGAFRTLFGGMSWITQGLMGALLLWMGVNARDRSIALAFLATGGVLVFLATNVHA..., which amino acid positions are active epitope sites? The epitope positions are: [38, 39, 40, 41, 42, 43, 44, 45, 46, 47]. The amino acids at these positions are: PTLDVRMINI. (9) Given the antigen sequence: MKKRIDYLSNKQNKYSIRRFTVGTTSVIVGATILFGIGNHQAQASEQSNDTTQSSKNNASADSEKNNMIETPQLNTTANDTSDISANTNSANVDSTTKPMSTQTSNTTTTEPASTNETPQPTAIKNQATAAKMQDQTVPQEANSQVDNKTTNDANSIATNSELKNSQTLDLPQSSPQTISNAQGTSKPSVRTRAVRSLAVAEPVVNAADAKGTNVNDKVTASNFKLEKTTFDPNQSGNTFMAANFTVTDKVKSGDYFTAKLPDSLTGNGDVDYSNSNNTMPIADIKSTNGDVVAKATYDILTKTYTFVFTDYVNNKENINGQFSLPLFTDRAKAPKSGTYDANINIADEMFNNKITYNYSSPIAGIDKPNGANISSQIIGVDTASGQNTYKQTVFVNPKQRVLGNTWVYIKGYQDKIEESSGKVSATDTKLRIFEVNDTSKLSDSYYADPNDSNLKEVTDQFKNRIYYEHPNVASIKFGDITKTYVVLVEGHYDNTGKNL..., which amino acid positions are active epitope sites? The epitope positions are: [600, 601, 602, 603, 604, 605, 606, 607, 608, 609, 610, 611, 612, 613, 614, 615, 616]. The amino acids at these positions are: DSDSESDSDSDSDSDSD.